From a dataset of Forward reaction prediction with 1.9M reactions from USPTO patents (1976-2016). Predict the product of the given reaction. Given the reactants [CH3:1][O:2][CH2:3][C:4]1[CH:5]=[C:6]([CH:15]=[CH:16][C:17]=1[N+:18]([O-])=O)[C:7]([NH:9][C:10]1[S:11][CH:12]=[CH:13][N:14]=1)=[O:8].CCO.C(OCC)(=O)C, predict the reaction product. The product is: [NH2:18][C:17]1[CH:16]=[CH:15][C:6]([C:7]([NH:9][C:10]2[S:11][CH:12]=[CH:13][N:14]=2)=[O:8])=[CH:5][C:4]=1[CH2:3][O:2][CH3:1].